The task is: Predict the reactants needed to synthesize the given product.. This data is from Full USPTO retrosynthesis dataset with 1.9M reactions from patents (1976-2016). (1) Given the product [NH3:1].[N:22]1([CH2:28][CH2:29][C:30]#[C:31][C:11]2[CH:10]=[CH:9][C:8]([CH2:7][N:1]3[CH2:6][CH2:5][CH2:4][CH2:3][CH2:2]3)=[CH:13][N:12]=2)[CH2:27][CH2:26][CH2:25][CH2:24][CH2:23]1, predict the reactants needed to synthesize it. The reactants are: [N:1]1([CH2:7][C:8]2[CH:9]=[CH:10][C:11](OS(C(F)(F)F)(=O)=O)=[N:12][CH:13]=2)[CH2:6][CH2:5][CH2:4][CH2:3][CH2:2]1.[N:22]1([CH2:28][C:29]2N=CC(O)=[CH:31][CH:30]=2)[CH2:27][CH2:26][CH2:25][CH2:24][CH2:23]1.C1(NS(C(F)(F)F)(=O)=O)C=CC=CC=1. (2) Given the product [C:1]([O:5][C:6](=[O:41])[CH2:7][N:8]([C:9]([O:11][C:12]([CH3:15])([CH3:14])[CH3:13])=[O:10])[C:16]1[CH:21]=[CH:20][CH:19]=[C:18]([CH:22]([CH2:33][C:34]2[CH:39]=[CH:38][C:37]([C:46]3[CH:47]=[CH:48][C:43]([Cl:42])=[CH:44][CH:45]=3)=[CH:36][CH:35]=2)[NH:23][S:24]([C:27]2[CH:28]=[N:29][CH:30]=[CH:31][CH:32]=2)(=[O:26])=[O:25])[N:17]=1)([CH3:4])([CH3:3])[CH3:2], predict the reactants needed to synthesize it. The reactants are: [C:1]([O:5][C:6](=[O:41])[CH2:7][N:8]([C:16]1[CH:21]=[CH:20][CH:19]=[C:18]([CH:22]([CH2:33][C:34]2[CH:39]=[CH:38][C:37](Br)=[CH:36][CH:35]=2)[NH:23][S:24]([C:27]2[CH:28]=[N:29][CH:30]=[CH:31][CH:32]=2)(=[O:26])=[O:25])[N:17]=1)[C:9]([O:11][C:12]([CH3:15])([CH3:14])[CH3:13])=[O:10])([CH3:4])([CH3:3])[CH3:2].[Cl:42][C:43]1[CH:48]=[CH:47][C:46](B(O)O)=[CH:45][CH:44]=1.